This data is from Full USPTO retrosynthesis dataset with 1.9M reactions from patents (1976-2016). The task is: Predict the reactants needed to synthesize the given product. (1) The reactants are: C(N(CC)CC)C.C(Cl)CCl.C1C=CC2N(O)N=NC=2C=1.[F:22][C:23]1[C:28]([F:29])=[CH:27][CH:26]=[CH:25][C:24]=1[C@H:30]1[CH2:36][N:35]2[C:37]([C:40]3([C:43]([F:46])([F:45])[F:44])[CH2:42][CH2:41]3)=[CH:38][N:39]=[C:34]2[C@H:33]([NH2:47])[CH2:32][CH2:31]1.[O:48]=[C:49]1[NH:57][C:52]2=[N:53][CH:54]=[CH:55][CH:56]=[C:51]2[C:50]21[CH2:65][C:64]1[C:59](=[CH:60][CH:61]=[C:62]([C:66](O)=[O:67])[CH:63]=1)[CH2:58]2. Given the product [F:22][C:23]1[C:28]([F:29])=[CH:27][CH:26]=[CH:25][C:24]=1[C@H:30]1[CH2:36][N:35]2[C:37]([C:40]3([C:43]([F:46])([F:44])[F:45])[CH2:42][CH2:41]3)=[CH:38][N:39]=[C:34]2[C@H:33]([NH:47][C:66]([C:62]2[CH:63]=[C:64]3[C:59](=[CH:60][CH:61]=2)[CH2:58][C:50]2([C:51]4[C:52](=[N:53][CH:54]=[CH:55][CH:56]=4)[NH:57][C:49]2=[O:48])[CH2:65]3)=[O:67])[CH2:32][CH2:31]1, predict the reactants needed to synthesize it. (2) Given the product [Br:13][C:14]1[C:15]([Cl:21])=[CH:16][CH:17]=[C:18]([F:20])[C:19]=1[CH:25]=[O:26], predict the reactants needed to synthesize it. The reactants are: C(NC(C)C)(C)C.C([Li])CCC.[Br:13][C:14]1[CH:19]=[C:18]([F:20])[CH:17]=[CH:16][C:15]=1[Cl:21].CN([CH:25]=[O:26])C. (3) Given the product [CH2:44]([NH:47][C:17]([CH2:16][C@@H:15]([NH:14][C:12]([C:8]1[C:7](=[O:34])[N:6]([CH2:5][C:4]2[CH:35]=[CH:36][C:37]([F:38])=[C:2]([F:1])[CH:3]=2)[CH:11]=[CH:10][CH:9]=1)=[O:13])[C:20]1[S:21][C:22]([C:25]2[C:33]3[C:28](=[N:29][CH:30]=[CH:31][CH:32]=3)[NH:27][CH:26]=2)=[CH:23][CH:24]=1)=[O:19])[CH2:45][CH3:46], predict the reactants needed to synthesize it. The reactants are: [F:1][C:2]1[CH:3]=[C:4]([CH:35]=[CH:36][C:37]=1[F:38])[CH2:5][N:6]1[CH:11]=[CH:10][CH:9]=[C:8]([C:12]([NH:14][C@@H:15]([C:20]2[S:21][C:22]([C:25]3[C:33]4[C:28](=[N:29][CH:30]=[CH:31][CH:32]=4)[NH:27][CH:26]=3)=[CH:23][CH:24]=2)[CH2:16][C:17]([OH:19])=O)=[O:13])[C:7]1=[O:34].CN(C)C=O.[CH2:44]([NH2:47])[CH2:45][CH3:46].F[P-](F)(F)(F)(F)F.C[N+](C)=C(N(C)C)ON1C2N=CC=CC=2N=N1. (4) Given the product [Cl:8][C:6]1[CH:7]=[C:2]([C:20]2[CH:19]=[N:18][CH:23]=[CH:22][CH:21]=2)[N:3]=[C:4]([C:9]2[N:13]3[CH:14]=[CH:15][CH:16]=[CH:17][C:12]3=[N:11][CH:10]=2)[N:5]=1, predict the reactants needed to synthesize it. The reactants are: Cl[C:2]1[CH:7]=[C:6]([Cl:8])[N:5]=[C:4]([C:9]2[N:13]3[CH:14]=[CH:15][CH:16]=[CH:17][C:12]3=[N:11][CH:10]=2)[N:3]=1.[N:18]1[CH:23]=[CH:22][CH:21]=[C:20](B(O)O)[CH:19]=1.C(=O)([O-])[O-].[Cs+].[Cs+].ClCCl.